From a dataset of Catalyst prediction with 721,799 reactions and 888 catalyst types from USPTO. Predict which catalyst facilitates the given reaction. (1) Reactant: [NH2:1][NH:2][C:3]([C:5]1[CH:6]=[C:7]2[C:11](=[CH:12][CH:13]=1)NN=[C:8]2[C:14]1[CH:19]=[CH:18][C:17]([F:20])=[CH:16][CH:15]=1)=[O:4].[CH2:21]([N:23](CC)CC)[CH3:22].Cl.[C:29](=N)(OCC)[CH3:30]. Product: [F:20][C:17]1[CH:18]=[CH:19][C:14]([C:8]2[C:7]3[C:11](=[CH:12][CH:13]=[C:5]([C:3]([NH:2][NH:1][CH2:22][CH:21]=[NH:23])=[O:4])[CH:6]=3)[CH2:30][CH:29]=2)=[CH:15][CH:16]=1. The catalyst class is: 8. (2) Reactant: C([O:3][C:4](=[O:40])[C:5]([O:8][C:9]1[CH:14]=[CH:13][C:12]([O:15][CH2:16][C:17]2[C:18]([CH:36]3[CH2:38][CH2:37]3)=[N:19][C:20]([C:26]3[CH:31]=[CH:30][C:29]([C:32]([F:35])([F:34])[F:33])=[CH:28][CH:27]=3)=[N:21][C:22]=2[CH2:23][O:24][CH3:25])=[CH:11][C:10]=1C)([CH3:7])[CH3:6])C.[Li+].[OH-]. Product: [CH:36]1([C:18]2[C:17]([CH2:16][O:15][C:12]3[CH:13]=[CH:14][C:9]([O:8][C:5]([CH3:6])([CH3:7])[C:4]([OH:40])=[O:3])=[CH:10][CH:11]=3)=[C:22]([CH2:23][O:24][CH3:25])[N:21]=[C:20]([C:26]3[CH:31]=[CH:30][C:29]([C:32]([F:34])([F:35])[F:33])=[CH:28][CH:27]=3)[N:19]=2)[CH2:37][CH2:38]1. The catalyst class is: 365. (3) Reactant: CN(C)C=O.CS([O:10][CH2:11][CH2:12][C:13]([CH3:17])=[C:14]([F:16])[F:15])(=O)=O.[CH:18]1([O:23][C:24]2[CH:32]=[CH:31][C:27]([C:28](O)=[O:29])=[CH:26][N:25]=2)[CH2:22][CH2:21][CH2:20][CH2:19]1.C(=O)([O-])O.[Na+]. Product: [CH:18]1([O:23][C:24]2[CH:32]=[CH:31][C:27]([C:28]([O:10][CH2:11][CH2:12][C:13]([CH3:17])=[C:14]([F:16])[F:15])=[O:29])=[CH:26][N:25]=2)[CH2:22][CH2:21][CH2:20][CH2:19]1. The catalyst class is: 6. (4) Product: [CH3:1][N:2]([CH:3]1[CH2:8][CH2:7][CH:6]([NH:9][C:10]2[N:11]=[CH:12][N:13]=[C:14]3[C:21]=2[C:20]2[CH2:19][CH2:18][CH2:17][C:16]=2[S:15]3)[CH2:5][CH2:4]1)[CH2:29][C:30]([N:32]1[CH2:36][CH2:35][CH2:34][CH2:33]1)=[O:31]. The catalyst class is: 3. Reactant: [CH3:1][NH:2][CH:3]1[CH2:8][CH2:7][CH:6]([NH:9][C:10]2[N:11]=[CH:12][N:13]=[C:14]3[C:21]=2[C:20]2[CH2:19][CH2:18][CH2:17][C:16]=2[S:15]3)[CH2:5][CH2:4]1.C(=O)([O-])[O-].[K+].[K+].Cl[CH2:29][C:30]([N:32]1[CH2:36][CH2:35][CH2:34][CH2:33]1)=[O:31]. (5) Reactant: [F:1][C:2]([F:25])([F:24])[C:3]1[CH:23]=[CH:22][CH:21]=[CH:20][C:4]=1[O:5][CH:6]1[CH2:11][CH2:10][N:9]([C:12]2[N:17]=[N:16][C:15]([C:18]#[N:19])=[CH:14][CH:13]=2)[CH2:8][CH2:7]1.[OH2:26].[NH2:27]O.Cl.C([O-])([O-])=O.[Na+].[Na+]. Product: [OH:26][N:19]=[C:18]([C:15]1[N:16]=[N:17][C:12]([N:9]2[CH2:10][CH2:11][CH:6]([O:5][C:4]3[CH:20]=[CH:21][CH:22]=[CH:23][C:3]=3[C:2]([F:24])([F:1])[F:25])[CH2:7][CH2:8]2)=[CH:13][CH:14]=1)[NH2:27]. The catalyst class is: 8. (6) Reactant: [F:1][C:2]1[CH:7]=[CH:6][C:5]([N:8]2[C:16]3[C:11](=[CH:12][C:13]([C:17]([CH3:23])([CH3:22])[CH2:18][C:19]([OH:21])=O)=[CH:14][CH:15]=3)[CH:10]=[N:9]2)=[CH:4][CH:3]=1.C(N(C(C)C)CC)(C)C.CN(C(ON1N=NC2C=CC=NC1=2)=[N+](C)C)C.F[P-](F)(F)(F)(F)F.[NH2:57][C:58]1[S:59][CH:60]=[CH:61][N:62]=1. Product: [F:1][C:2]1[CH:3]=[CH:4][C:5]([N:8]2[C:16]3[C:11](=[CH:12][C:13]([C:17]([CH3:23])([CH3:22])[CH2:18][C:19]([NH:57][C:58]4[S:59][CH:60]=[CH:61][N:62]=4)=[O:21])=[CH:14][CH:15]=3)[CH:10]=[N:9]2)=[CH:6][CH:7]=1. The catalyst class is: 3. (7) Reactant: C([N:8]1[CH2:14][CH:13]=[CH:12][C:11](=[O:15])[C:10]2=[CH:16][N:17]([CH2:19][C:20]3[CH:25]=[CH:24][C:23]([O:26][CH3:27])=[CH:22][CH:21]=3)[N:18]=[C:9]12)C1C=CC=CC=1.C([O-])=O.[NH4+]. Product: [CH3:27][O:26][C:23]1[CH:22]=[CH:21][C:20]([CH2:19][N:17]2[CH:16]=[C:10]3[C:9]([NH:8][CH2:14][CH2:13][CH2:12][C:11]3=[O:15])=[N:18]2)=[CH:25][CH:24]=1. The catalyst class is: 723. (8) Reactant: CC(C)[O-].[Al+3].CC(C)[O-].CC(C)[O-].[CH3:14][C@@H:15]1[O:34][C:32](=[O:33])[C:31]2[C:30]([OH:35])=[CH:29][C:28]([OH:36])=[CH:27][C:26]=2[CH:25]=[CH:24][CH2:23][CH2:22][CH2:21][C:19](=[O:20])[CH2:18][CH2:17][CH2:16]1. Product: [CH3:14][C@@H:15]1[O:34][C:32](=[O:33])[C:31]2[C:30]([OH:35])=[CH:29][C:28]([OH:36])=[CH:27][C:26]=2[CH2:25][CH2:24][CH2:23][CH2:22][CH2:21][C@@H:19]([OH:20])[CH2:18][CH2:17][CH2:16]1. The catalyst class is: 41. (9) Reactant: [CH:1]1([CH2:4][C:5]([NH:7][C:8]2C(Cl)=N[CH:11]=[N:12][C:13]=2Cl)=O)[CH2:3][CH2:2]1.N[C:17]([NH2:19])=[S:18].C(O)=[O:21]. Product: [CH:1]1([CH2:4][C:5]2[S:18][C:17]3[N:19]=[CH:11][N:12]=[C:13]([OH:21])[C:8]=3[N:7]=2)[CH2:3][CH2:2]1. The catalyst class is: 8.